Dataset: Reaction yield outcomes from USPTO patents with 853,638 reactions. Task: Predict the reaction yield, written as a fraction of the theoretical maximum amount of product (1.0 means a 100% yield; for example, 0.34 means a 34% yield). (1) The reactants are O=C1C2C(=CC=CC=2)[C:4](=[O:11])[N:3]1[CH2:12][C:13]1[CH:20]=[C:19]([CH3:21])[C:16]([C:17]#[N:18])=[C:15]([O:22][CH3:23])[N:14]=1.O.NN.[CH3:27][C:28]([O:31]C(OC([O:31][C:28]([CH3:30])([CH3:29])[CH3:27])=O)=O)([CH3:30])[CH3:29]. The catalyst is C(O)C. The product is [C:28]([O:31][C:4](=[O:11])[NH:3][CH2:12][C:13]1[CH:20]=[C:19]([CH3:21])[C:16]([C:17]#[N:18])=[C:15]([O:22][CH3:23])[N:14]=1)([CH3:30])([CH3:29])[CH3:27]. The yield is 0.749. (2) The reactants are Cl[C:2]1[CH:3]=[C:4]2[C:9](=[CH:10][N:11]=1)[N:8]=[C:7]([C:12]1[CH:17]=[CH:16][CH:15]=[CH:14][C:13]=1[Cl:18])[CH:6]=[CH:5]2.[CH:19]1([C:22]([NH2:24])=[O:23])[CH2:21][CH2:20]1.C1(P(C2C=CC=CC=2)C2C3OC4C(=CC=CC=4P(C4C=CC=CC=4)C4C=CC=CC=4)C(C)(C)C=3C=CC=2)C=CC=CC=1.C(=O)([O-])[O-].[Cs+].[Cs+]. The catalyst is O1CCOCC1.C(OCC)(=O)C.C([O-])(=O)C.[Pd+2].C([O-])(=O)C. The product is [Cl:18][C:13]1[CH:14]=[CH:15][CH:16]=[CH:17][C:12]=1[C:7]1[CH:6]=[CH:5][C:4]2[C:9](=[CH:10][N:11]=[C:2]([NH:24][C:22]([CH:19]3[CH2:21][CH2:20]3)=[O:23])[CH:3]=2)[N:8]=1. The yield is 0.200. (3) The reactants are [OH-].[Na+].Cl.[Cl:4][CH2:5][CH2:6][NH2:7].[I:8][C:9]1[CH:17]=[CH:16][C:12]([C:13](Cl)=[O:14])=[CH:11][CH:10]=1. The catalyst is O1CCOCC1. The product is [Cl:4][CH2:5][CH2:6][NH:7][C:13](=[O:14])[C:12]1[CH:16]=[CH:17][C:9]([I:8])=[CH:10][CH:11]=1. The yield is 0.900. (4) The reactants are [CH:1]([C:3]1[CH:4]=[C:5]([CH:9]=[CH:10][CH:11]=1)[C:6]([OH:8])=O)=[O:2].C(N(CC)CC)C.ON1C2C=CC=CC=2N=N1.Cl.C(N=C=NCCCN(C)C)C.Cl.[CH3:42][CH:43]([CH3:52])[C:44]([N:46]1[CH2:51][CH2:50][NH:49][CH2:48][CH2:47]1)=[O:45]. The catalyst is ClCCl. The product is [C:44]([N:46]1[CH2:51][CH2:50][N:49]([C:6]([C:5]2[CH:4]=[C:3]([CH:11]=[CH:10][CH:9]=2)[CH:1]=[O:2])=[O:8])[CH2:48][CH2:47]1)(=[O:45])[CH:43]([CH3:52])[CH3:42]. The yield is 0.950. (5) The reactants are Br[C:2]1[CH:3]=[C:4]2[C:9](=[CH:10][CH:11]=1)[O:8][C:7]([CH3:13])([CH3:12])[CH2:6][C:5]2=[O:14].[B:15]1(B2OC(C)(C)C(C)(C)O2)[O:19]C(C)(C)C(C)(C)[O:16]1.C([O-])(=O)C.[K+].O. The catalyst is CN(C)C=O.C([O-])(=O)C.[Pd+2].C([O-])(=O)C. The product is [CH3:12][C:7]1([CH3:13])[CH2:6][C:5](=[O:14])[C:4]2[C:9](=[CH:10][CH:11]=[C:2]([B:15]([OH:19])[OH:16])[CH:3]=2)[O:8]1. The yield is 0.840. (6) The reactants are Br[C:2]1[S:3][CH:4]=[CH:5][N:6]=1.[Br:7][C:8]1[CH:19]=[CH:18][C:11]([C:12](N(OC)C)=[O:13])=[CH:10][CH:9]=1. No catalyst specified. The product is [Br:7][C:8]1[CH:19]=[CH:18][C:11]([C:12]([C:2]2[S:3][CH:4]=[CH:5][N:6]=2)=[O:13])=[CH:10][CH:9]=1. The yield is 0.980. (7) The reactants are [CH2:1]([O:3][C:4]([N:6]1[CH:11]([CH2:12][CH3:13])[CH2:10][CH:9]([N:14]=[CH:15][C:16]2[CH:21]=[C:20]([C:22]([F:25])([F:24])[F:23])[CH:19]=[C:18]([C:26]([F:29])([F:28])[F:27])[CH:17]=2)[C:8]2[C:30]([CH3:34])=[N:31][N:32]([CH3:33])[C:7]1=2)=[O:5])[CH3:2].C([BH3-])#N.[Na+].O. The catalyst is CO. The product is [CH2:1]([O:3][C:4]([N:6]1[CH:11]([CH2:12][CH3:13])[CH2:10][CH:9]([NH:14][CH2:15][C:16]2[CH:17]=[C:18]([C:26]([F:27])([F:28])[F:29])[CH:19]=[C:20]([C:22]([F:24])([F:23])[F:25])[CH:21]=2)[C:8]2[C:30]([CH3:34])=[N:31][N:32]([CH3:33])[C:7]1=2)=[O:5])[CH3:2]. The yield is 0.950. (8) The product is [F:1][C:2]([F:7])([F:6])[C:3]([OH:5])=[O:4].[CH2:39]([S:36]([N:33]1[CH2:34][CH2:35][CH:30]([C:21]2[C:20]3[C:24](=[C:25]([C:27]([NH2:29])=[O:28])[CH:26]=[C:18]([C:15]4[CH:14]=[C:13]([CH2:12][N:10]([CH3:11])[CH2:8][CH2:9][CH2:2][CH2:43][CH3:44])[S:17][CH:16]=4)[CH:19]=3)[NH:23][CH:22]=2)[CH2:31][CH2:32]1)(=[O:37])=[O:38])[CH3:40]. No catalyst specified. The yield is 0.295. The reactants are [F:1][C:2]([F:7])([F:6])[C:3]([OH:5])=[O:4].[CH2:8]([N:10]([CH2:12][C:13]1[S:17][CH:16]=[C:15]([C:18]2[CH:19]=[C:20]3[C:24](=[C:25]([C:27]([NH2:29])=[O:28])[CH:26]=2)[NH:23][CH:22]=[C:21]3[CH:30]2[CH2:35][CH2:34][N:33]([S:36]([CH2:39][CH3:40])(=[O:38])=[O:37])[CH2:32][CH2:31]2)[CH:14]=1)[CH3:11])[CH3:9].CN[CH2:43][CH3:44]. (9) The catalyst is O1CCOCC1. The yield is 0.690. The product is [ClH:1].[ClH:38].[Cl:1][C:2]1[CH:3]=[C:4]([CH:35]=[CH:36][CH:37]=1)[CH2:5][N:6]1[C:14]2[C:9](=[CH:10][C:11]([N:15]3[CH2:16][CH2:17][NH:18][CH2:19][CH2:20]3)=[CH:12][CH:13]=2)[C:8]([S:22]([C:25]2[C:34]3[C:29](=[CH:30][CH:31]=[CH:32][CH:33]=3)[CH:28]=[CH:27][CH:26]=2)(=[O:24])=[O:23])=[N:7]1. The reactants are [Cl:1][C:2]1[CH:3]=[C:4]([CH:35]=[CH:36][CH:37]=1)[CH2:5][N:6]1[C:14]2[C:9](=[CH:10][C:11]([N:15]3[CH2:20][CH2:19][N:18](C)[CH2:17][CH2:16]3)=[CH:12][CH:13]=2)[C:8]([S:22]([C:25]2[C:34]3[C:29](=[CH:30][CH:31]=[CH:32][CH:33]=3)[CH:28]=[CH:27][CH:26]=2)(=[O:24])=[O:23])=[N:7]1.[Cl:38]C(OC(Cl)C)=O.NC1C2C(=CC=CC=2N)C=CC=1.O. (10) The catalyst is CC(C)=O.CCOC(C)=O. The reactants are [CH2:1](Br)[C:2]1[CH:7]=[CH:6][CH:5]=[CH:4][CH:3]=1.N[C@H](C(O)=O)CC1[CH:21]=[C:20]2[C:15](C=CC=[CH:19]2)=CC=1.[CH2:25]([C@@H:32]1[C@@H:40]([OH:41])[C@H:39]([CH3:42])[O:38][C:37](=[O:43])[C@@H:36]([NH:44][C:45]([C:47]2[C:52]([OH:53])=[C:51]([O:54][CH3:55])[CH:50]=[CH:49][N:48]=2)=[O:46])[CH2:35][O:34][C:33]1=[O:56])[C:26]1[CH:31]=[CH:30][CH:29]=[CH:28][CH:27]=1.C([O-])([O-])=[O:58].[K+].[K+]. The yield is 0.390. The product is [CH3:15][CH:20]([CH3:19])[C:21]([O:41][C@@H:40]1[C@@H:32]([CH2:25][C:26]2[CH:27]=[CH:28][CH:29]=[CH:30][CH:31]=2)[C:33](=[O:56])[O:34][CH2:35][C@H:36]([NH:44][C:45]([C:47]2[C:52]([O:53][CH2:1][C:2]3[CH:7]=[CH:6][CH:5]=[CH:4][CH:3]=3)=[C:51]([O:54][CH3:55])[CH:50]=[CH:49][N:48]=2)=[O:46])[C:37](=[O:43])[O:38][C@H:39]1[CH3:42])=[O:58].